Dataset: Catalyst prediction with 721,799 reactions and 888 catalyst types from USPTO. Task: Predict which catalyst facilitates the given reaction. (1) Reactant: [C:1]1([S:7]([N:10]2[C:18]3[C:13](=[CH:14][C:15]([C@H:20]([NH:22][S@](C(C)(C)C)=O)[CH3:21])=[CH:16][C:17]=3[F:19])[CH:12]=[C:11]2[CH3:29])(=[O:9])=[O:8])[CH:6]=[CH:5][CH:4]=[CH:3][CH:2]=1.Cl. Product: [C:1]1([S:7]([N:10]2[C:18]3[C:13](=[CH:14][C:15]([C@H:20]([NH2:22])[CH3:21])=[CH:16][C:17]=3[F:19])[CH:12]=[C:11]2[CH3:29])(=[O:8])=[O:9])[CH:2]=[CH:3][CH:4]=[CH:5][CH:6]=1. The catalyst class is: 5. (2) Reactant: [F:1][C:2]1[CH:3]=[C:4]([CH:6]=[CH:7][C:8]=1[N+:9]([O-:11])=[O:10])[NH2:5].C(OCC)(=O)C.[Br:18]N1C(=O)CCC1=O. Product: [Br:18][C:6]1[CH:7]=[C:8]([N+:9]([O-:11])=[O:10])[C:2]([F:1])=[CH:3][C:4]=1[NH2:5]. The catalyst class is: 16. (3) Reactant: C([O:3][C:4](=[O:16])[CH2:5][CH2:6][CH2:7][N:8]1[CH:13]([CH3:14])[CH2:12][CH2:11][CH2:10][CH:9]1[CH3:15])C.[OH-].[Na+].Cl. Product: [CH3:14][CH:13]1[CH2:12][CH2:11][CH2:10][CH:9]([CH3:15])[N:8]1[CH2:7][CH2:6][CH2:5][C:4]([OH:16])=[O:3]. The catalyst class is: 72. (4) Reactant: [CH3:1][C:2]1[CH:3]=[CH:4][C:5]([C:21]([NH:23][C:24]2[CH:25]=[C:26]([C:36]([F:39])([F:38])[F:37])[CH:27]=[C:28]([N:30]3[CH:34]=[N:33][C:32]([CH3:35])=[CH:31]3)[CH:29]=2)=[O:22])=[CH:6][C:7]=1[NH:8][C:9]1[N:10]=[CH:11][CH:12]=[C:13]([C:15]2[CH:16]=[CH:17][CH:18]=[N:19][CH:20]=2)[N:14]=1.CN1CCCC1=O.[C:47]([OH:54])(=[O:53])/[CH:48]=[CH:49]\[C:50]([OH:52])=[O:51]. Product: [CH3:1][C:2]1[CH:3]=[CH:4][C:5]([C:21]([NH:23][C:24]2[CH:25]=[C:26]([C:36]([F:38])([F:39])[F:37])[CH:27]=[C:28]([N:30]3[CH:34]=[N:33][C:32]([CH3:35])=[CH:31]3)[CH:29]=2)=[O:22])=[CH:6][C:7]=1[NH:8][C:9]1[N:10]=[CH:11][CH:12]=[C:13]([C:15]2[CH:16]=[CH:17][CH:18]=[N:19][CH:20]=2)[N:14]=1.[C:47]([O-:54])(=[O:53])/[CH:48]=[CH:49]\[C:50]([O-:52])=[O:51]. The catalyst class is: 237. (5) Reactant: [CH3:1][C:2]1[C:10]2[C:5](=[N:6][CH:7]=[C:8]([C:11]3[CH:12]=[C:13]([CH:15]=[CH:16][CH:17]=3)[NH2:14])[CH:9]=2)[NH:4][CH:3]=1.[C:18](O)(=[O:23])/[CH:19]=[CH:20]/[CH2:21][CH3:22].CCN=C=NCCCN(C)C.Cl.C1C=CC2N(O)N=NC=2C=1.CCN(C(C)C)C(C)C. Product: [CH3:1][C:2]1[C:10]2[C:5](=[N:6][CH:7]=[C:8]([C:11]3[CH:12]=[C:13]([NH:14][C:18](=[O:23])/[CH:19]=[CH:20]/[CH2:21][CH3:22])[CH:15]=[CH:16][CH:17]=3)[CH:9]=2)[NH:4][CH:3]=1. The catalyst class is: 3. (6) Reactant: [OH:1][C:2]1[CH:7]=[C:6]([O:8][CH2:9][CH:10]([CH3:12])[CH3:11])[CH:5]=[CH:4][C:3]=1[C:13](=[O:22])/[CH:14]=[CH:15]/[C:16]1[CH:21]=[CH:20][CH:19]=[CH:18][N:17]=1. Product: [OH:1][C:2]1[CH:7]=[C:6]([O:8][CH2:9][CH:10]([CH3:12])[CH3:11])[CH:5]=[CH:4][C:3]=1[C:13](=[O:22])[CH2:14][CH2:15][C:16]1[CH:21]=[CH:20][CH:19]=[CH:18][N:17]=1. The catalyst class is: 99.